Task: Regression. Given two drug SMILES strings and cell line genomic features, predict the synergy score measuring deviation from expected non-interaction effect.. Dataset: NCI-60 drug combinations with 297,098 pairs across 59 cell lines Drug 1: CC12CCC3C(C1CCC2=O)CC(=C)C4=CC(=O)C=CC34C. Drug 2: C1CN(P(=O)(OC1)NCCCl)CCCl. Cell line: MALME-3M. Synergy scores: CSS=51.1, Synergy_ZIP=2.56, Synergy_Bliss=0.821, Synergy_Loewe=-16.9, Synergy_HSA=0.166.